From a dataset of Peptide-MHC class II binding affinity with 134,281 pairs from IEDB. Regression. Given a peptide amino acid sequence and an MHC pseudo amino acid sequence, predict their binding affinity value. This is MHC class II binding data. The peptide sequence is PELKPGESRHTSDHM. The MHC is DRB1_0701 with pseudo-sequence DRB1_0701. The binding affinity (normalized) is 0.